Dataset: Reaction yield outcomes from USPTO patents with 853,638 reactions. Task: Predict the reaction yield, written as a fraction of the theoretical maximum amount of product (1.0 means a 100% yield; for example, 0.34 means a 34% yield). The reactants are C(=O)([O-])[O-].[K+].[K+].[CH3:7][N:8]=[C:9]=[O:10].[N+:11]([C:14]1[CH:19]=[C:18]([C:20]([F:23])([F:22])[F:21])[CH:17]=[CH:16][C:15]=1[O:24][C:25]1[CH:29]=[C:28]([C:30]([F:33])([F:32])[F:31])[NH:27][N:26]=1)([O-:13])=[O:12].Cl. The catalyst is C(OCC)(=O)C. The product is [CH3:7][NH:8][C:9]([N:27]1[C:28]([C:30]([F:31])([F:33])[F:32])=[CH:29][C:25]([O:24][C:15]2[CH:16]=[CH:17][C:18]([C:20]([F:23])([F:22])[F:21])=[CH:19][C:14]=2[N+:11]([O-:13])=[O:12])=[N:26]1)=[O:10]. The yield is 0.504.